Dataset: Forward reaction prediction with 1.9M reactions from USPTO patents (1976-2016). Task: Predict the product of the given reaction. (1) Given the reactants [C:1]1([CH:7]2[S:12][CH2:11][CH2:10][CH2:9][S:8]2)[CH:6]=[CH:5][CH:4]=[CH:3][CH:2]=1.[CH2:13]([Li])[CH2:14][CH2:15][CH3:16].[CH2:18]1[CH2:22][O:21][CH2:20][CH2:19]1, predict the reaction product. The product is: [C:18]1([CH2:19][CH:20]([C:7]2([C:1]3[CH:2]=[CH:3][CH:4]=[CH:5][CH:6]=3)[S:8][CH2:9][CH2:10][CH2:11][S:12]2)[OH:21])[CH:22]=[CH:16][CH:15]=[CH:14][CH:13]=1. (2) Given the reactants FC1C=CC=CC=1NC(=S)NC1C=CC(C2C=C3C(CN([C@@H](C(C)C)C(O)=O)C3=O)=CC=2)=CC=1.[C:35]([C:37]1[CH:38]=[C:39]([NH:43][C:44](=[S:70])[NH:45][C:46]2[CH:51]=[CH:50][C:49]([C:52]3[CH:60]=[C:59]4[C:55]([CH2:56][N:57]([C@@H:62]([CH:67]([CH3:69])[CH3:68])[C:63]([O:65]C)=[O:64])[C:58]4=[O:61])=[CH:54][CH:53]=3)=[CH:48][CH:47]=2)[CH:40]=[CH:41][CH:42]=1)#[N:36], predict the reaction product. The product is: [C:35]([C:37]1[CH:38]=[C:39]([NH:43][C:44](=[S:70])[NH:45][C:46]2[CH:47]=[CH:48][C:49]([C:52]3[CH:60]=[C:59]4[C:55]([CH2:56][N:57]([C@@H:62]([CH:67]([CH3:68])[CH3:69])[C:63]([OH:65])=[O:64])[C:58]4=[O:61])=[CH:54][CH:53]=3)=[CH:50][CH:51]=2)[CH:40]=[CH:41][CH:42]=1)#[N:36]. (3) Given the reactants [F:1][C:2](=[C:11]([F:13])[F:12])[CH2:3][CH2:4][S:5][C:6]1[O:7][CH:8]=[CH:9][N:10]=1.CN(C=O)C.S(Cl)([Cl:22])(=O)=O, predict the reaction product. The product is: [Cl:22][C:8]1[O:7][C:6]([S:5][CH2:4][CH2:3][C:2]([F:1])=[C:11]([F:12])[F:13])=[N:10][CH:9]=1. (4) The product is: [C:30]([C:29]1[C:20]([O:19][CH2:18][CH:17]([CH3:38])[CH2:16][O:15][C:12]2[CH:11]=[CH:10][C:9]([O:8][C:5]([CH3:7])([CH3:6])[C:4]([OH:39])=[O:3])=[CH:14][CH:13]=2)=[CH:21][C:22]2[C:27]([CH:28]=1)=[CH:26][CH:25]=[CH:24][CH:23]=2)(=[O:37])[C:31]1[CH:36]=[CH:35][CH:34]=[CH:33][CH:32]=1. Given the reactants C([O:3][C:4](=[O:39])[C:5]([O:8][C:9]1[CH:14]=[CH:13][C:12]([O:15][CH2:16][CH:17]([CH3:38])[CH2:18][O:19][C:20]2[C:29]([C:30](=[O:37])[C:31]3[CH:36]=[CH:35][CH:34]=[CH:33][CH:32]=3)=[CH:28][C:27]3[C:22](=[CH:23][CH:24]=[CH:25][CH:26]=3)[CH:21]=2)=[CH:11][CH:10]=1)([CH3:7])[CH3:6])C.[OH-].[Na+], predict the reaction product. (5) Given the reactants [F:1][CH:2]([F:18])[N:3]1[CH:7]=[C:6]([C:8]([NH2:10])=O)[C:5]([C:11]2[CH:16]=[CH:15][C:14]([F:17])=[CH:13][CH:12]=2)=[N:4]1.COC1C=CC(P2(SP(C3C=CC(OC)=CC=3)(=S)S2)=[S:28])=CC=1, predict the reaction product. The product is: [F:1][CH:2]([F:18])[N:3]1[CH:7]=[C:6]([C:8](=[S:28])[NH2:10])[C:5]([C:11]2[CH:16]=[CH:15][C:14]([F:17])=[CH:13][CH:12]=2)=[N:4]1. (6) Given the reactants [Br:1][C:2]1[C:7](=[O:8])[N:6]2[CH:9]=[CH:10][CH:11]=[CH:12][C:5]2=[N:4][C:3]=1[CH3:13].[CH:14]1([O:19][C:20]2[C:27](OC)=[CH:26][CH:25]=[CH:24][C:21]=2[CH:22]=O)[CH2:18][CH2:17][CH2:16][CH2:15]1.[O-][CH2:31]C.[Na+], predict the reaction product. The product is: [Br:1][C:2]1[C:7](=[O:8])[N:6]2[CH:9]=[CH:10][CH:11]=[CH:12][C:5]2=[N:4][C:3]=1/[CH:13]=[CH:22]/[C:21]1[CH:24]=[CH:25][CH:26]=[C:27]([CH3:31])[C:20]=1[O:19][CH:14]1[CH2:18][CH2:17][CH2:16][CH2:15]1. (7) Given the reactants [CH:1]1([NH:7][C:8]([C:10]2[CH:11]=[N:12][N:13]([C:19]3[CH:28]=[CH:27][C:22]([C:23]([O:25]C)=[O:24])=[CH:21][CH:20]=3)[C:14]=2[S:15][CH2:16][CH2:17][CH3:18])=[O:9])[CH2:6][CH2:5][CH2:4][CH2:3][CH2:2]1.[OH-].[Na+], predict the reaction product. The product is: [CH:1]1([NH:7][C:8]([C:10]2[CH:11]=[N:12][N:13]([C:19]3[CH:20]=[CH:21][C:22]([C:23]([OH:25])=[O:24])=[CH:27][CH:28]=3)[C:14]=2[S:15][CH2:16][CH2:17][CH3:18])=[O:9])[CH2:6][CH2:5][CH2:4][CH2:3][CH2:2]1. (8) Given the reactants Br[C:2]1[C:10]2[C:9]([NH:11][C@H:12]([C:14]3[N:19]([C:20]4[CH:25]=[CH:24][CH:23]=[CH:22][CH:21]=4)[C:18](=[O:26])[C:17]4=[C:27]([CH3:30])[CH:28]=[CH:29][N:16]4[N:15]=3)[CH3:13])=[N:8][CH:7]=[N:6][C:5]=2[N:4]([CH2:31][O:32][CH2:33][CH2:34][Si:35]([CH3:38])([CH3:37])[CH3:36])[CH:3]=1.[F:39][C:40]1[CH:41]=[C:42]([NH:55][S:56]([CH3:59])(=[O:58])=[O:57])[CH:43]=[C:44](B2OC(C)(C)C(C)(C)O2)[CH:45]=1.C(=O)([O-])[O-].[Na+].[Na+], predict the reaction product. The product is: [F:39][C:40]1[CH:41]=[C:42]([NH:55][S:56]([CH3:59])(=[O:57])=[O:58])[CH:43]=[C:44]([C:2]2[C:10]3[C:9]([NH:11][C@H:12]([C:14]4[N:19]([C:20]5[CH:25]=[CH:24][CH:23]=[CH:22][CH:21]=5)[C:18](=[O:26])[C:17]5=[C:27]([CH3:30])[CH:28]=[CH:29][N:16]5[N:15]=4)[CH3:13])=[N:8][CH:7]=[N:6][C:5]=3[N:4]([CH2:31][O:32][CH2:33][CH2:34][Si:35]([CH3:38])([CH3:37])[CH3:36])[CH:3]=2)[CH:45]=1.